Dataset: Forward reaction prediction with 1.9M reactions from USPTO patents (1976-2016). Task: Predict the product of the given reaction. (1) The product is: [C:18]([O:17][C:16]([NH:15][C@H:10]1[CH2:11][C@@H:12]([CH3:14])[CH2:13][N:8]([C:7]2[CH:6]=[CH:5][N:4]=[CH:3][C:2]=2[NH:1][C:46]([C:32]2[C:33]3=[N:34][CH:35]=[C:36]([CH:40]4[CH2:41][CH2:42][O:43][CH2:44][CH2:45]4)[CH:37]=[C:38]3[O:39][C:31]=2[NH:30][C:28](=[O:29])[O:27][C:23]([CH3:25])([CH3:24])[CH3:26])=[O:47])[CH2:9]1)=[O:22])([CH3:21])([CH3:20])[CH3:19]. Given the reactants [NH2:1][C:2]1[CH:3]=[N:4][CH:5]=[CH:6][C:7]=1[N:8]1[CH2:13][C@H:12]([CH3:14])[CH2:11][C@H:10]([NH:15][C:16](=[O:22])[O:17][C:18]([CH3:21])([CH3:20])[CH3:19])[CH2:9]1.[C:23]([O:27][C:28]([NH:30][C:31]1[O:39][C:38]2[C:33](=[N:34][CH:35]=[C:36]([CH:40]3[CH2:45][CH2:44][O:43][CH2:42][CH2:41]3)[CH:37]=2)[C:32]=1[C:46](O)=[O:47])=[O:29])([CH3:26])([CH3:25])[CH3:24].CN(C(ON1N=NC2C=CC=NC1=2)=[N+](C)C)C.F[P-](F)(F)(F)(F)F.CCN(C(C)C)C(C)C, predict the reaction product. (2) Given the reactants [CH:1]([C:4]1[C:9](=[O:10])[NH:8][C:7](=[O:11])[NH:6][C:5]=1[C:12]([C:14]1[CH:15]=[C:16]([CH:21]=[CH:22][C:23]#[N:24])[CH:17]=[C:18]([CH3:20])[CH:19]=1)=[O:13])([CH3:3])[CH3:2].C(=O)([O-])[O-].[K+].[K+].I[CH2:32][CH3:33], predict the reaction product. The product is: [CH2:32]([N:6]1[C:5]([C:12]([C:14]2[CH:15]=[C:16]([CH:21]=[CH:22][C:23]#[N:24])[CH:17]=[C:18]([CH3:20])[CH:19]=2)=[O:13])=[C:4]([CH:1]([CH3:3])[CH3:2])[C:9](=[O:10])[NH:8][C:7]1=[O:11])[CH3:33]. (3) Given the reactants I[C:2]1[N:3]=[CH:4][N:5]2[CH:9]=[CH:8][S:7][C:6]=12.C([Mg]Br)C.C1COCC1.[CH:19]1[C:24]([S:25][S:25][C:24]2[CH:23]=[CH:22][N:21]=[CH:20][CH:19]=2)=[CH:23][CH:22]=[N:21][CH:20]=1.[Cl-].[NH4+], predict the reaction product. The product is: [N:21]1[CH:22]=[CH:23][C:24]([S:25][C:2]2[N:3]=[CH:4][N:5]3[CH:9]=[CH:8][S:7][C:6]=23)=[CH:19][CH:20]=1. (4) The product is: [O:12]1[C@@H:7]([CH2:6][N:20]2[CH2:21][CH2:22][CH2:23][N:17]([C:24]3[N:33]=[CH:32][CH:31]=[CH:30][C:25]=3[C:26]([O:28][CH3:29])=[O:27])[CH2:18][CH2:19]2)[CH2:8][O:9][C:10]2[CH:16]=[CH:15][CH:14]=[CH:13][C:11]1=2. Given the reactants CS(O[CH2:6][C@@H:7]1[O:12][C:11]2[CH:13]=[CH:14][CH:15]=[CH:16][C:10]=2[O:9][CH2:8]1)(=O)=O.[N:17]1([C:24]2[N:33]=[CH:32][CH:31]=[CH:30][C:25]=2[C:26]([O:28][CH3:29])=[O:27])[CH2:23][CH2:22][CH2:21][NH:20][CH2:19][CH2:18]1.C([O-])([O-])=O.[K+].[K+].O, predict the reaction product. (5) The product is: [Br:1][C:2]1[CH:7]=[CH:6][C:5]([C:8]([CH:11]2[CH2:13][CH2:12]2)([OH:9])[CH2:10][N:17]2[CH:21]=[N:20][CH:19]=[N:18]2)=[C:4]([Cl:14])[CH:3]=1. Given the reactants [Br:1][C:2]1[CH:7]=[CH:6][C:5]([C:8]2([CH:11]3[CH2:13][CH2:12]3)[CH2:10][O:9]2)=[C:4]([Cl:14])[CH:3]=1.[OH-].[Na+].[NH:17]1[CH:21]=[N:20][CH:19]=[N:18]1.[NH4+].[Cl-], predict the reaction product.